Task: Predict the reactants needed to synthesize the given product.. Dataset: Full USPTO retrosynthesis dataset with 1.9M reactions from patents (1976-2016) (1) Given the product [ClH:2].[Cl:30][C:25]1[CH:26]=[C:27]2[C:22](=[CH:23][CH:24]=1)[CH:21]=[C:20]([S:17]([N:14]1[CH2:15][CH2:16][NH:11][CH2:12][C:13]1([CH3:32])[CH3:31])(=[O:18])=[O:19])[CH:29]=[CH:28]2, predict the reactants needed to synthesize it. The reactants are: C(Cl)[Cl:2].C(OC([N:11]1[CH2:16][CH2:15][N:14]([S:17]([C:20]2[CH:29]=[CH:28][C:27]3[C:22](=[CH:23][CH:24]=[C:25]([Cl:30])[CH:26]=3)[CH:21]=2)(=[O:19])=[O:18])[C:13]([CH3:32])([CH3:31])[CH2:12]1)=O)(C)(C)C.Cl. (2) The reactants are: [CH3:1][C:2]1[CH:56]=[CH:55][C:5]([CH2:6][N:7]2[C:15]3[C:10](=[CH:11][CH:12]=[C:13]([C@@H:16]4[O:45][C@H:44]([CH2:46][O:47]CC5C=CC=CC=5)[C@@H:35]([O:36]CC5C=CC=CC=5)[C@H:26]([O:27]CC5C=CC=CC=5)[C@H:17]4[O:18]CC4C=CC=CC=4)[CH:14]=3)[CH:9]=[CH:8]2)=[CH:4][CH:3]=1. Given the product [CH3:1][C:2]1[CH:3]=[CH:4][C:5]([CH2:6][N:7]2[C:15]3[C:10](=[CH:11][CH:12]=[C:13]([C@@H:16]4[O:45][C@H:44]([CH2:46][OH:47])[C@@H:35]([OH:36])[C@H:26]([OH:27])[C@H:17]4[OH:18])[CH:14]=3)[CH:9]=[CH:8]2)=[CH:55][CH:56]=1, predict the reactants needed to synthesize it. (3) Given the product [F:12][C:13]([CH3:33])([CH3:32])[CH2:14][N:15]1[CH2:20][CH2:19][CH:18]([CH2:21][O:22][C:23]2[CH:24]=[CH:25][C:26]([C:2]3[CH:3]=[CH:4][C:5]([C:8]([O:10][CH3:11])=[O:9])=[N:6][CH:7]=3)=[CH:27][CH:28]=2)[CH2:17][CH2:16]1, predict the reactants needed to synthesize it. The reactants are: Br[C:2]1[CH:3]=[CH:4][C:5]([C:8]([O:10][CH3:11])=[O:9])=[N:6][CH:7]=1.[F:12][C:13]([CH3:33])([CH3:32])[CH2:14][N:15]1[CH2:20][CH2:19][CH:18]([CH2:21][O:22][C:23]2[CH:28]=[CH:27][C:26](B(O)O)=[CH:25][CH:24]=2)[CH2:17][CH2:16]1.C([O-])([O-])=O.[Cs+].[Cs+]. (4) Given the product [F:1][C:2]1[CH:7]=[CH:6][C:5]([I:8])=[CH:4][C:3]=1[N:9]1[CH:14]=[C:13]([O:15][CH3:16])[C:12](=[O:17])[C:11]([C:18]([OH:20])=[O:19])=[N:10]1, predict the reactants needed to synthesize it. The reactants are: [F:1][C:2]1[CH:7]=[CH:6][C:5]([I:8])=[CH:4][C:3]=1[N:9]1[CH:14]=[C:13]([O:15][CH3:16])[C:12](=[O:17])[C:11]([C:18]([O:20]C)=[O:19])=[N:10]1.[OH-].[Na+].Cl. (5) Given the product [NH2:11][C:9]1[N:8]=[CH:7][N:6]=[C:5]2[N:4]([CH2:25][C@@H:15]3[CH2:14][C:13]([F:27])([F:12])[CH2:17][N:16]3[C:18]([O:20][C:21]([CH3:22])([CH3:24])[CH3:23])=[O:19])[N:3]=[C:2]([I:1])[C:10]=12, predict the reactants needed to synthesize it. The reactants are: [I:1][C:2]1[C:10]2[C:5](=[N:6][CH:7]=[N:8][C:9]=2[NH2:11])[NH:4][N:3]=1.[F:12][C:13]1([F:27])[CH2:17][N:16]([C:18]([O:20][C:21]([CH3:24])([CH3:23])[CH3:22])=[O:19])[C@H:15]([CH2:25]O)[CH2:14]1.C1COCC1.CC(OC(/N=N/C(OC(C)C)=O)=O)C. (6) Given the product [CH3:46][S:43]([N:27]1[C:17]2[N:18]=[C:19]([N:21]3[CH2:26][CH2:25][O:24][CH2:23][CH2:22]3)[N:20]=[C:15]([C:12]3[CH:11]=[N:10][C:9]([N:8]([CH2:7][C:6]4[CH:5]=[CH:4][C:3]([O:2][CH3:1])=[CH:40][CH:39]=4)[CH2:30][C:31]4[CH:32]=[CH:33][C:34]([O:37][CH3:38])=[CH:35][CH:36]=4)=[N:14][CH:13]=3)[C:16]=2[CH2:29][CH2:28]1)(=[O:45])=[O:44], predict the reactants needed to synthesize it. The reactants are: [CH3:1][O:2][C:3]1[CH:40]=[CH:39][C:6]([CH2:7][N:8]([CH2:30][C:31]2[CH:36]=[CH:35][C:34]([O:37][CH3:38])=[CH:33][CH:32]=2)[C:9]2[N:14]=[CH:13][C:12]([C:15]3[C:16]4[CH2:29][CH2:28][NH:27][C:17]=4[N:18]=[C:19]([N:21]4[CH2:26][CH2:25][O:24][CH2:23][CH2:22]4)[N:20]=3)=[CH:11][N:10]=2)=[CH:5][CH:4]=1.[H-].[Na+].[S:43](Cl)([CH3:46])(=[O:45])=[O:44].[Cl-].[NH4+]. (7) Given the product [CH:3]1([C@@H:9]2[NH:33][CH2:32][CH2:31][CH2:30][CH2:29][CH:28]=[CH:27][C:26]3[CH:34]=[C:22]([CH:23]=[CH:24][CH:25]=3)[C:21]3=[CH:35][C:17](=[CH:18][CH:19]=[CH:20]3)[CH2:16][O:15][C@H:14]3[CH2:36][N:11]([C@H:12]([C:37]([OH:39])=[O:38])[CH2:13]3)[C:10]2=[O:41])[CH2:8][CH2:7][CH2:6][CH2:5][CH2:4]1, predict the reactants needed to synthesize it. The reactants are: [Li+].[OH-].[CH:3]1([C@@H:9]2[NH:33][CH2:32][CH2:31][CH2:30][CH2:29][CH:28]=[CH:27][C:26]3[CH:34]=[C:22]([CH:23]=[CH:24][CH:25]=3)[C:21]3=[CH:35][C:17](=[CH:18][CH:19]=[CH:20]3)[CH2:16][O:15][C@H:14]3[CH2:36][N:11]([C@H:12]([C:37]([O:39]C)=[O:38])[CH2:13]3)[C:10]2=[O:41])[CH2:8][CH2:7][CH2:6][CH2:5][CH2:4]1. (8) Given the product [Cl:3][C:4]1[CH:9]=[CH:8][N:7]=[C:6]2[N:10]([S:20]([C:17]3[CH:18]=[CH:19][C:14]([CH3:24])=[CH:15][CH:16]=3)(=[O:22])=[O:21])[CH:11]=[C:12]([I:13])[C:5]=12, predict the reactants needed to synthesize it. The reactants are: [H-].[Na+].[Cl:3][C:4]1[CH:9]=[CH:8][N:7]=[C:6]2[NH:10][CH:11]=[C:12]([I:13])[C:5]=12.[C:14]1([CH3:24])[CH:19]=[CH:18][C:17]([S:20](Cl)(=[O:22])=[O:21])=[CH:16][CH:15]=1.C([O-])(O)=O.[Na+].